From a dataset of NCI-60 drug combinations with 297,098 pairs across 59 cell lines. Regression. Given two drug SMILES strings and cell line genomic features, predict the synergy score measuring deviation from expected non-interaction effect. (1) Drug 2: CC1C(C(CC(O1)OC2CC(CC3=C2C(=C4C(=C3O)C(=O)C5=C(C4=O)C(=CC=C5)OC)O)(C(=O)CO)O)N)O.Cl. Cell line: U251. Synergy scores: CSS=41.2, Synergy_ZIP=-5.22, Synergy_Bliss=-1.00, Synergy_Loewe=-9.86, Synergy_HSA=2.11. Drug 1: C1CC(C1)(C(=O)O)C(=O)O.[NH2-].[NH2-].[Pt+2]. (2) Drug 1: CCCS(=O)(=O)NC1=C(C(=C(C=C1)F)C(=O)C2=CNC3=C2C=C(C=N3)C4=CC=C(C=C4)Cl)F. Drug 2: CCC1(CC2CC(C3=C(CCN(C2)C1)C4=CC=CC=C4N3)(C5=C(C=C6C(=C5)C78CCN9C7C(C=CC9)(C(C(C8N6C)(C(=O)OC)O)OC(=O)C)CC)OC)C(=O)OC)O.OS(=O)(=O)O. Cell line: NCIH23. Synergy scores: CSS=20.9, Synergy_ZIP=11.3, Synergy_Bliss=16.0, Synergy_Loewe=-26.9, Synergy_HSA=13.0.